The task is: Predict the reaction yield, written as a fraction of the theoretical maximum amount of product (1.0 means a 100% yield; for example, 0.34 means a 34% yield).. This data is from Reaction yield outcomes from USPTO patents with 853,638 reactions. (1) The reactants are [C:1]([O:5][C:6]1[CH:7]=[C:8]([CH:12]=[CH:13][CH:14]=1)[C:9]([OH:11])=O)([CH3:4])([CH3:3])[CH3:2].C(Cl)(=O)C(Cl)=O.O1CCCC1.[NH2:26][C:27]1[CH:28]=[C:29]([CH:46]=[CH:47][CH:48]=1)[O:30][C:31]1[CH:32]=[CH:33][C:34]2[N:35]([CH:37]=[C:38]([NH:40][C:41]([CH:43]3[CH2:45][CH2:44]3)=[O:42])[N:39]=2)[N:36]=1. The catalyst is CN(C)C=O.CN1CCCC1=O. The product is [C:1]([O:5][C:6]1[CH:7]=[C:8]([CH:12]=[CH:13][CH:14]=1)[C:9]([NH:26][C:27]1[CH:48]=[CH:47][CH:46]=[C:29]([O:30][C:31]2[CH:32]=[CH:33][C:34]3[N:35]([CH:37]=[C:38]([NH:40][C:41]([CH:43]4[CH2:44][CH2:45]4)=[O:42])[N:39]=3)[N:36]=2)[CH:28]=1)=[O:11])([CH3:2])([CH3:3])[CH3:4]. The yield is 0.570. (2) The reactants are [CH2:1]([CH2:3][NH2:4])[OH:2].[CH:5]1[CH:10]=[CH:9][C:8]([CH2:11][O:12][C:13](Cl)=[O:14])=[CH:7][CH:6]=1.CCN(C(C)C)C(C)C. The catalyst is C(Cl)Cl. The product is [OH:2][CH2:1][CH2:3][NH:4][C:13](=[O:14])[O:12][CH2:11][C:8]1[CH:9]=[CH:10][CH:5]=[CH:6][CH:7]=1. The yield is 0.760. (3) The product is [CH2:1]([S:5]([C:8]1[N:13]=[C:12]([C:14]([OH:18])=[O:16])[CH:11]=[CH:10][CH:9]=1)(=[O:7])=[O:6])[CH:2]([CH3:4])[CH3:3]. No catalyst specified. The reactants are [CH2:1]([S:5]([C:8]1[N:13]=[C:12]([C:14]#N)[CH:11]=[CH:10][CH:9]=1)(=[O:7])=[O:6])[CH:2]([CH3:4])[CH3:3].[OH-:16].[Na+].[OH2:18]. The yield is 0.850. (4) The reactants are [F:1][C:2]1[CH:9]=[CH:8][C:5]([CH:6]=O)=[CH:4][C:3]=1[O:10][CH3:11].C(O)(=O)[CH2:13][C:14]([OH:16])=[O:15]. The catalyst is N1CCCCC1.N1C=CC=CC=1. The product is [F:1][C:2]1[CH:9]=[CH:8][C:5]([CH:6]=[CH:13][C:14]([OH:16])=[O:15])=[CH:4][C:3]=1[O:10][CH3:11]. The yield is 0.916. (5) The reactants are [F:1][C:2]1[CH:3]=[C:4]([N:9]2[CH2:13][C@H:12]([CH2:14]OS(C)(=O)=O)[O:11][C:10]2=[O:20])[CH:5]=[CH:6][C:7]=1[I:8].[C:21]1(=[O:31])[NH:25][C:24](=[O:26])[C:23]2=[CH:27][CH:28]=[CH:29][CH:30]=[C:22]12.[K]. The catalyst is CN(C)C=O. The product is [F:1][C:2]1[CH:3]=[C:4]([N:9]2[CH2:13][C@@H:12]([CH2:14][N:25]3[C:21](=[O:31])[C:22]4[C:23](=[CH:27][CH:28]=[CH:29][CH:30]=4)[C:24]3=[O:26])[O:11][C:10]2=[O:20])[CH:5]=[CH:6][C:7]=1[I:8]. The yield is 0.940. (6) The reactants are [C:1]([OH:10])(=[O:9])/[CH:2]=[CH:3]\[CH:4]=[CH:5]\[C:6]([OH:8])=[O:7].II. The catalyst is CC(C)=O. The product is [C:1]([OH:10])(=[O:9])/[CH:2]=[CH:3]/[CH:4]=[CH:5]/[C:6]([OH:8])=[O:7]. The yield is 0.130. (7) The reactants are Br[CH2:2][C:3]1[CH:12]=[CH:11][C:10]([N+:13]([O-:15])=[O:14])=[CH:9][C:4]=1[C:5](OC)=[O:6].[NH3:16]. No catalyst specified. The product is [N+:13]([C:10]1[CH:9]=[C:4]2[C:3]([CH2:2][NH:16][C:5]2=[O:6])=[CH:12][CH:11]=1)([O-:15])=[O:14]. The yield is 0.320. (8) The reactants are [CH3:1][N:2]1[CH:6]=[C:5]([C:7](=O)[CH2:8][C:9]2[CH:14]=[CH:13][CH:12]=[CH:11][CH:10]=2)[N:4]=[CH:3]1.[CH2:16]([O:18][C:19]1[CH:20]=[C:21]([CH:24]=[C:25]([N+:28]([O-:30])=[O:29])[C:26]=1[OH:27])[CH:22]=O)[CH3:17].[NH2:31][C:32]([NH2:34])=[O:33].Cl. The catalyst is CCO. The product is [CH2:16]([O:18][C:19]1[CH:20]=[C:21]([CH:22]2[C:8]([C:9]3[CH:14]=[CH:13][CH:12]=[CH:11][CH:10]=3)=[C:7]([C:5]3[N:4]=[CH:3][N:2]([CH3:1])[CH:6]=3)[NH:34][C:32](=[O:33])[NH:31]2)[CH:24]=[C:25]([N+:28]([O-:30])=[O:29])[C:26]=1[OH:27])[CH3:17]. The yield is 0.308. (9) The reactants are [F:1][C:2]([F:18])([S:14]([O-:17])(=[O:16])=[O:15])[C:3]([F:13])([F:12])[CH2:4][CH2:5][O:6][C:7](=[O:11])[C:8]([CH3:10])=[CH2:9].[K+].[Br-].[C:21]1([S+:27]([C:34]2[CH:39]=[CH:38][CH:37]=[CH:36][CH:35]=2)[C:28]2[CH:33]=[CH:32][CH:31]=[CH:30][CH:29]=2)[CH:26]=[CH:25][CH:24]=[CH:23][CH:22]=1.ClCCl. The catalyst is C(#N)C. The product is [F:18][C:2]([F:1])([S:14]([O-:17])(=[O:16])=[O:15])[C:3]([F:13])([F:12])[CH2:4][CH2:5][O:6][C:7](=[O:11])[C:8]([CH3:10])=[CH2:9].[C:34]1([S+:27]([C:21]2[CH:22]=[CH:23][CH:24]=[CH:25][CH:26]=2)[C:28]2[CH:33]=[CH:32][CH:31]=[CH:30][CH:29]=2)[CH:35]=[CH:36][CH:37]=[CH:38][CH:39]=1. The yield is 0.800. (10) The reactants are [C:1]([O:5][C:6]([C@@H:8]([CH2:30][N:31]([CH:37]1[CH2:39][CH2:38]1)[CH2:32][CH2:33][CH2:34][CH:35]=[CH2:36])[C:9]([N:11]1[C@H:15]([C:16]([NH:18][C@:19]2([C:24]([O:26][CH2:27][CH3:28])=[O:25])[CH2:21][C@H:20]2[CH:22]=[CH2:23])=[O:17])[CH2:14][C@@H:13]([OH:29])[CH2:12]1)=[O:10])=[O:7])([CH3:4])([CH3:3])[CH3:2].N1C=CN=C1.[Si:45](Cl)([C:48]([CH3:51])([CH3:50])[CH3:49])([CH3:47])[CH3:46]. The catalyst is CN(C=O)C. The product is [C:1]([O:5][C:6]([C@@H:8]([CH2:30][N:31]([CH:37]1[CH2:39][CH2:38]1)[CH2:32][CH2:33][CH2:34][CH:35]=[CH2:36])[C:9]([N:11]1[C@H:15]([C:16]([NH:18][C@:19]2([C:24]([O:26][CH2:27][CH3:28])=[O:25])[CH2:21][C@H:20]2[CH:22]=[CH2:23])=[O:17])[CH2:14][C@@H:13]([O:29][Si:45]([C:48]([CH3:51])([CH3:50])[CH3:49])([CH3:47])[CH3:46])[CH2:12]1)=[O:10])=[O:7])([CH3:2])([CH3:3])[CH3:4]. The yield is 0.940.